Dataset: Forward reaction prediction with 1.9M reactions from USPTO patents (1976-2016). Task: Predict the product of the given reaction. (1) Given the reactants [NH2:1][C:2]1[N:3]=[CH:4][C:5]2[N:10]([CH3:11])[CH:9]=[C:8]([CH:12]3[CH2:17][CH2:16][N:15]([C:18]([CH:20]4[CH2:24][CH2:23][CH2:22][CH2:21]4)=[O:19])[CH2:14][CH2:13]3)[C:6]=2[N:7]=1.C(Cl)Cl.[C:28]([C:30]1[CH:35]=[CH:34][N:33]=[C:32]([C:36](Cl)=[O:37])[CH:31]=1)#[N:29], predict the reaction product. The product is: [C:28]([C:30]1[CH:35]=[CH:34][N:33]=[C:32]([C:36]([NH:1][C:2]2[N:3]=[CH:4][C:5]3[N:10]([CH3:11])[CH:9]=[C:8]([CH:12]4[CH2:13][CH2:14][N:15]([C:18]([CH:20]5[CH2:24][CH2:23][CH2:22][CH2:21]5)=[O:19])[CH2:16][CH2:17]4)[C:6]=3[N:7]=2)=[O:37])[CH:31]=1)#[N:29]. (2) Given the reactants [O:1]1[C:5]2[CH:6]=[CH:7][C:8]([C:10]3[CH:11]=[C:12]([CH:15]=[C:16]([O:18][CH2:19][C:20]4[CH:25]=[CH:24][C:23]([O:26][CH3:27])=[CH:22][CH:21]=4)[CH:17]=3)[C:13]#N)=[CH:9][C:4]=2[O:3][CH2:2]1.[CH2:28]([Mg]Cl)[CH3:29].S(=O)(=O)(O)[OH:33], predict the reaction product. The product is: [O:1]1[C:5]2[CH:6]=[CH:7][C:8]([C:10]3[CH:11]=[C:12]([C:13](=[O:33])[CH2:28][CH3:29])[CH:15]=[C:16]([O:18][CH2:19][C:20]4[CH:25]=[CH:24][C:23]([O:26][CH3:27])=[CH:22][CH:21]=4)[CH:17]=3)=[CH:9][C:4]=2[O:3][CH2:2]1. (3) The product is: [F:1][C:2]1[CH:7]=[C:6]([S@@:8]([CH3:10])=[O:9])[CH:5]=[CH:4][C:3]=1[C:11]1[CH:16]=[CH:15][C:14]([O:17][CH2:18][CH:19]2[CH2:24][CH2:23][N:22]([C:25]3[O:29][N:28]=[C:27]([CH:30]([CH3:32])[CH3:31])[N:26]=3)[CH2:21][CH2:20]2)=[CH:13][N:12]=1. Given the reactants [F:1][C:2]1[CH:7]=[C:6]([S:8]([CH3:10])=[O:9])[CH:5]=[CH:4][C:3]=1[C:11]1[CH:16]=[CH:15][C:14]([O:17][CH2:18][CH:19]2[CH2:24][CH2:23][N:22]([C:25]3[O:29][N:28]=[C:27]([CH:30]([CH3:32])[CH3:31])[N:26]=3)[CH2:21][CH2:20]2)=[CH:13][N:12]=1.C(=O)=O.CO, predict the reaction product. (4) Given the reactants [CH3:1][N:2]([CH3:25])[CH2:3][CH2:4][N:5]1[C:9]([CH3:10])=[C:8]([C:11]2[NH:12][C:13]3[C:18]([C:19]=2[CH:20]=O)=[CH:17][C:16]([O:22][CH3:23])=[CH:15][CH:14]=3)[C:7]([CH3:24])=[N:6]1.[CH3:26][NH:27][C:28]([NH:30][C:31]1[CH:32]=[CH:33][C:34]2[O:38][CH2:37][C:36](=[O:39])[C:35]=2[CH:40]=1)=[O:29].CCOC(C)=O, predict the reaction product. The product is: [CH3:25][N:2]([CH3:1])[CH2:3][CH2:4][N:5]1[C:9]([CH3:10])=[C:8]([C:11]2[NH:12][C:13]3[C:18]([C:19]=2/[CH:20]=[C:37]2\[O:38][C:34]4[CH:33]=[CH:32][C:31]([NH:30][C:28]([NH:27][CH3:26])=[O:29])=[CH:40][C:35]=4[C:36]\2=[O:39])=[CH:17][C:16]([O:22][CH3:23])=[CH:15][CH:14]=3)[C:7]([CH3:24])=[N:6]1. (5) Given the reactants C(C1C=CC(C2CNC2)=CC=1)CC.O=[C:15]1[CH2:21][CH2:20][CH2:19][N:18](C(OC(C)(C)C)=O)[CH2:17][CH2:16]1.[CH2:29]([C:33]1[CH:38]=[CH:37][C:36](B(O)O)=[CH:35][CH:34]=1)[CH2:30][CH2:31][CH3:32], predict the reaction product. The product is: [CH2:29]([C:33]1[CH:38]=[CH:37][C:36]([CH:15]2[CH2:21][CH2:20][CH2:19][NH:18][CH2:17][CH2:16]2)=[CH:35][CH:34]=1)[CH2:30][CH2:31][CH3:32].